Dataset: Reaction yield outcomes from USPTO patents with 853,638 reactions. Task: Predict the reaction yield, written as a fraction of the theoretical maximum amount of product (1.0 means a 100% yield; for example, 0.34 means a 34% yield). (1) The reactants are [CH3:1][N:2]1[C:7]2[CH:8]=[CH:9][C:10]([N+:12]([O-])=O)=[CH:11][C:6]=2[S:5][CH2:4][C:3]1=[O:15].[Cl-].[NH4+]. The catalyst is CCO.O.[Fe]. The product is [CH3:1][N:2]1[C:7]2[CH:8]=[CH:9][C:10]([NH2:12])=[CH:11][C:6]=2[S:5][CH2:4][C:3]1=[O:15]. The yield is 0.930. (2) The reactants are [Cl:1][C:2]1[CH:7]=[CH:6][C:5]([C:8]2[CH:13]=[N:12][N:11]3[C:14](=O)[NH:15][N:16]=[C:10]3[C:9]=2[C:18]2[CH:23]=[CH:22][C:21]([Cl:24])=[CH:20][CH:19]=2)=[CH:4][CH:3]=1.[C:25]([O-:28])([O-])=O.[K+].[K+].[CH3:31][N:32]([CH:34]=[O:35])C. The catalyst is C(OCC)(=O)C. The product is [Cl:24][C:21]1[CH:22]=[CH:23][C:18]([C:9]2[CH:10]=[N:16][N:15]3[C:25](=[O:28])[N:12]([CH:13]([CH2:4][CH:5]([CH3:8])[CH3:6])[C:34]([NH:32][CH3:31])=[O:35])[N:11]=[C:14]3[C:8]=2[C:5]2[CH:6]=[CH:7][C:2]([Cl:1])=[CH:3][CH:4]=2)=[CH:19][CH:20]=1. The yield is 0.400.